From a dataset of Catalyst prediction with 721,799 reactions and 888 catalyst types from USPTO. Predict which catalyst facilitates the given reaction. (1) Reactant: [CH3:1][O:2][C:3]1[CH:4]=[C:5]([C:11]2[C:12](=O)[O:13][C:14](O)([CH3:23])[C:15]=2[C:16]2[CH:21]=[CH:20][C:19]([F:22])=[CH:18][CH:17]=2)[CH:6]=[C:7]([O:9][CH3:10])[CH:8]=1.O.[NH2:27][NH2:28]. Product: [CH3:1][O:2][C:3]1[CH:4]=[C:5]([C:11]2[C:12](=[O:13])[NH:27][N:28]=[C:14]([CH3:23])[C:15]=2[C:16]2[CH:21]=[CH:20][C:19]([F:22])=[CH:18][CH:17]=2)[CH:6]=[C:7]([O:9][CH3:10])[CH:8]=1. The catalyst class is: 51. (2) Reactant: C([O:3][C:4]([C:6]1[C:7]([NH:23][C:24]2[CH:29]=[CH:28][CH:27]=[CH:26][C:25]=2[S:30]([CH3:33])(=[O:32])=[O:31])=[N:8][C:9]([NH:12][C:13]2[CH:18]=[C:17]([O:19][CH3:20])[CH:16]=[C:15]([O:21][CH3:22])[CH:14]=2)=[N:10][CH:11]=1)=[O:5])C. Product: [CH3:20][O:19][C:17]1[CH:18]=[C:13]([NH:12][C:9]2[N:8]=[C:7]([NH:23][C:24]3[CH:29]=[CH:28][CH:27]=[CH:26][C:25]=3[S:30]([CH3:33])(=[O:32])=[O:31])[C:6]([C:4]([OH:5])=[O:3])=[CH:11][N:10]=2)[CH:14]=[C:15]([O:21][CH3:22])[CH:16]=1. The catalyst class is: 328.